From a dataset of Full USPTO retrosynthesis dataset with 1.9M reactions from patents (1976-2016). Predict the reactants needed to synthesize the given product. (1) Given the product [CH3:7][C:4]1[CH2:5][CH:6]=[C:2]([CH3:1])[C:3]=1[C:8]1[C:13]([CH3:14])=[CH:12][C:11]([CH3:15])=[CH:10][C:9]=1[NH:16][C:24](=[O:29])[C:25]([CH3:28])([CH3:27])[CH3:26], predict the reactants needed to synthesize it. The reactants are: [CH3:1][C:2]1[CH2:6][CH:5]=[C:4]([CH3:7])[C:3]=1[C:8]1[C:13]([CH3:14])=[CH:12][C:11]([CH3:15])=[CH:10][C:9]=1[NH2:16].C(N(CC)CC)C.[C:24](Cl)(=[O:29])[C:25]([CH3:28])([CH3:27])[CH3:26]. (2) Given the product [Br:12][C:11]1[C:5]2[C:6](=[N:7][CH:8]=[C:3]([O:2][CH3:1])[CH:4]=2)[NH:9][CH:10]=1, predict the reactants needed to synthesize it. The reactants are: [CH3:1][O:2][C:3]1[CH:4]=[C:5]2[CH:11]=[CH:10][NH:9][C:6]2=[N:7][CH:8]=1.[Br:12]N1C(=O)CCC1=O.